Dataset: Forward reaction prediction with 1.9M reactions from USPTO patents (1976-2016). Task: Predict the product of the given reaction. The product is: [CH:1]1([CH2:7][C@@H:8]([NH:26][C:39]([CH:33]2[CH2:38][CH2:37][CH2:36][CH2:35][CH2:34]2)=[O:40])[CH2:9][N:10]2[CH2:11][CH2:12][N:13]([C:16]3[C:25]4[C:20](=[CH:21][CH:22]=[CH:23][CH:24]=4)[CH:19]=[CH:18][N:17]=3)[CH2:14][CH2:15]2)[CH2:6][CH2:5][CH2:4][CH2:3][CH2:2]1. Given the reactants [CH:1]1([CH2:7][C@@H:8]([NH2:26])[CH2:9][N:10]2[CH2:15][CH2:14][N:13]([C:16]3[C:25]4[C:20](=[CH:21][CH:22]=[CH:23][CH:24]=4)[CH:19]=[CH:18][N:17]=3)[CH2:12][CH2:11]2)[CH2:6][CH2:5][CH2:4][CH2:3][CH2:2]1.C(=O)([O-])[O-].[K+].[K+].[CH:33]1([C:39](Cl)=[O:40])[CH2:38][CH2:37][CH2:36][CH2:35][CH2:34]1, predict the reaction product.